Dataset: Forward reaction prediction with 1.9M reactions from USPTO patents (1976-2016). Task: Predict the product of the given reaction. (1) Given the reactants BrC1C=C(C(C)C(O)=O)C=C(Br)C=1OC1C=C(C(C)C)C(O)=C(I)C=1.C=CC1C=CC=CC=1.[Br:34][C:35]1[CH:36]=[C:37]([CH2:61][CH2:62][C:63]([OH:65])=[O:64])[CH:38]=[C:39]([Br:60])[C:40]=1[O:41][C:42]1[CH:47]=[C:46]([CH:48]([CH3:50])[CH3:49])[C:45]([OH:51])=[C:44]([CH:52]=[CH:53][C:54]2[CH:59]=[CH:58][CH:57]=[CH:56][CH:55]=2)[CH:43]=1, predict the reaction product. The product is: [Br:34][C:35]1[CH:36]=[C:37]([CH2:61][CH2:62][C:63]([OH:65])=[O:64])[CH:38]=[C:39]([Br:60])[C:40]=1[O:41][C:42]1[CH:43]=[C:44](/[CH:52]=[CH:53]/[C:54]2[CH:59]=[CH:58][CH:57]=[CH:56][CH:55]=2)[C:45]([OH:51])=[C:46]([CH:48]([CH3:50])[CH3:49])[CH:47]=1. (2) The product is: [F:2][C:3]1[CH:4]=[C:5]2[C:9](=[CH:10][CH:11]=1)[N:8]([C:12]1[CH:13]=[CH:14][C:15]([CH2:16][NH:17][C:18]([C:20]3([NH:23][C:39](=[O:40])[C:38]4[CH:42]=[C:34]([C:33]([F:44])([F:32])[F:43])[CH:35]=[N:36][CH:37]=4)[CH2:21][CH2:22]3)=[O:19])=[CH:24][CH:25]=1)[C:7]([C:26]1[N:30]=[C:29]([CH3:31])[O:28][N:27]=1)=[CH:6]2. Given the reactants Cl.[F:2][C:3]1[CH:4]=[C:5]2[C:9](=[CH:10][CH:11]=1)[N:8]([C:12]1[CH:25]=[CH:24][C:15]([CH2:16][NH:17][C:18]([C:20]3([NH2:23])[CH2:22][CH2:21]3)=[O:19])=[CH:14][CH:13]=1)[C:7]([C:26]1[N:30]=[C:29]([CH3:31])[O:28][N:27]=1)=[CH:6]2.[F:32][C:33]([F:44])([F:43])[C:34]1[CH:35]=[N:36][CH:37]=[C:38]([CH:42]=1)[C:39](O)=[O:40], predict the reaction product. (3) Given the reactants [C:1]1([C:12]2[CH:17]=[CH:16][CH:15]=[CH:14][CH:13]=2)[CH:6]=[CH:5][C:4]([C:7]2([C:10]#N)[CH2:9][CH2:8]2)=[CH:3][CH:2]=1.[OH-:18].[K+].C(O)C[OH:22], predict the reaction product. The product is: [C:1]1([C:12]2[CH:17]=[CH:16][CH:15]=[CH:14][CH:13]=2)[CH:6]=[CH:5][C:4]([C:7]2([C:10]([OH:22])=[O:18])[CH2:9][CH2:8]2)=[CH:3][CH:2]=1. (4) The product is: [F:19][C:18]([F:21])([F:20])[C:1]([C:4]1[CH:13]=[CH:12][C:7]([C:8]([O:10][CH3:11])=[O:9])=[CH:6][CH:5]=1)([OH:3])[CH3:2]. Given the reactants [C:1]([C:4]1[CH:13]=[CH:12][C:7]([C:8]([O:10][CH3:11])=[O:9])=[CH:6][CH:5]=1)(=[O:3])[CH3:2].[Si]([C:18]([F:21])([F:20])[F:19])(C)(C)C.[F-].C([N+](CCCC)(CCCC)CCCC)CCC, predict the reaction product. (5) Given the reactants Cl[C:2]1[C:3]2[CH2:11][N:10]([C:12]3[CH:19]=[CH:18][C:17]([CH3:20])=[CH:16][C:13]=3[C:14]#[N:15])[CH2:9][CH2:8][C:4]=2[N:5]=[CH:6][N:7]=1.Cl.[N:22]1[C:31]2[C:26](=[CH:27][CH:28]=[CH:29][CH:30]=2)[CH:25]=[CH:24][C:23]=1[CH2:32][NH2:33].C(N(CC)C(C)C)(C)C, predict the reaction product. The product is: [CH3:20][C:17]1[CH:18]=[CH:19][C:12]([N:10]2[CH2:9][CH2:8][C:4]3[N:5]=[CH:6][N:7]=[C:2]([NH:33][CH2:32][C:23]4[CH:24]=[CH:25][C:26]5[C:31](=[CH:30][CH:29]=[CH:28][CH:27]=5)[N:22]=4)[C:3]=3[CH2:11]2)=[C:13]([CH:16]=1)[C:14]#[N:15]. (6) Given the reactants [CH2:1]([O:8][C:9]1[C:14]([CH2:15]/[CH:16]=[CH:17]/[CH3:18])=[CH:13][C:12](Br)=[CH:11][C:10]=1[NH:20][C:21]([NH:23][C:24]1[CH:29]=[CH:28][C:27]([CH3:30])=[CH:26][CH:25]=1)=[O:22])[C:2]1[CH:7]=[CH:6][CH:5]=[CH:4][CH:3]=1.[C:31]([C:34]1[CH:39]=[CH:38][CH:37]=[CH:36][C:35]=1B(O)O)([OH:33])=[O:32].BrC1C=C(C(C2C=CC=CC=2)C=C)C(OCCC)=C(NC(NC2C=CC(C)=CC=2)=O)C=1, predict the reaction product. The product is: [CH2:1]([O:8][C:9]1[C:10]([NH:20][C:21]([NH:23][C:24]2[CH:29]=[CH:28][C:27]([CH3:30])=[CH:26][CH:25]=2)=[O:22])=[CH:11][C:12]([C:35]2[C:34]([C:31]([OH:33])=[O:32])=[CH:39][CH:38]=[CH:37][CH:36]=2)=[CH:13][C:14]=1[CH2:15]/[CH:16]=[CH:17]/[CH3:18])[C:2]1[CH:7]=[CH:6][CH:5]=[CH:4][CH:3]=1. (7) Given the reactants [Cl:1][C:2]1[C:3]([Cl:16])=[C:4]([Cl:15])[C:5]([Cl:14])=[C:6]([C:11]([OH:13])=[O:12])[C:7]=1[C:8]([OH:10])=[O:9].[Ag:17], predict the reaction product. The product is: [Ag:17].[Cl:1][C:2]1[C:3]([Cl:16])=[C:4]([Cl:15])[C:5]([Cl:14])=[C:6]([C:11]([O-:13])=[O:12])[C:7]=1[C:8]([O-:10])=[O:9].[Ag+2:17].